This data is from Full USPTO retrosynthesis dataset with 1.9M reactions from patents (1976-2016). The task is: Predict the reactants needed to synthesize the given product. (1) Given the product [C:12]([O:16][C:17]([N:19]1[CH2:22][CH:21]([NH:23][CH:7]2[C:8]3[C:4](=[CH:3][C:2]([F:1])=[CH:10][CH:9]=3)[CH2:5][CH2:6]2)[CH2:20]1)=[O:18])([CH3:15])([CH3:13])[CH3:14], predict the reactants needed to synthesize it. The reactants are: [F:1][C:2]1[CH:3]=[C:4]2[C:8](=[CH:9][CH:10]=1)[C:7](=O)[CH2:6][CH2:5]2.[C:12]([O:16][C:17]([N:19]1[CH2:22][CH:21]([NH2:23])[CH2:20]1)=[O:18])([CH3:15])([CH3:14])[CH3:13].C([BH3-])#N.[Na+]. (2) Given the product [Br:1][C:2]1[CH:3]=[CH:4][C:5]([C:8]([NH2:16])=[O:10])=[N:6][CH:7]=1, predict the reactants needed to synthesize it. The reactants are: [Br:1][C:2]1[CH:3]=[CH:4][C:5]([C:8]([OH:10])=O)=[N:6][CH:7]=1.S(Cl)(Cl)=O.C[N:16](C=O)C. (3) Given the product [CH3:23][C:8]1[CH:9]=[C:10]([O:13][CH2:14][CH2:15][C@H:16]([O:18][C:33]2[CH:34]=[CH:35][C:36]([C:38]([F:40])([F:39])[F:41])=[CH:37][C:32]=2[O:31][C:26]2[CH:27]=[CH:28][CH:29]=[CH:30][C:25]=2[CH3:43])[CH3:17])[CH:11]=[CH:12][C:7]=1[S:6][CH2:5][C:4]([OH:3])=[O:24], predict the reactants needed to synthesize it. The reactants are: C([O:3][C:4](=[O:24])[CH2:5][S:6][C:7]1[CH:12]=[CH:11][C:10]([O:13][CH2:14][CH2:15][CH:16]([O:18]S(C)(=O)=O)[CH3:17])=[CH:9][C:8]=1[CH3:23])C.[C:25]1([CH3:43])[CH:30]=[CH:29][CH:28]=[CH:27][C:26]=1[O:31][C:32]1[CH:37]=[C:36]([C:38]([F:41])([F:40])[F:39])[CH:35]=[CH:34][C:33]=1O. (4) Given the product [Cl:1][C:2]1[N:10]=[CH:9][C:8]([C:11]([F:14])([F:12])[F:13])=[CH:7][C:3]=1[C:4]#[N:6], predict the reactants needed to synthesize it. The reactants are: [Cl:1][C:2]1[N:10]=[CH:9][C:8]([C:11]([F:14])([F:13])[F:12])=[CH:7][C:3]=1[C:4]([NH2:6])=O.FC(F)(F)C(OC(=O)C(F)(F)F)=O.C(=O)(O)[O-].[Na+]. (5) Given the product [Cl:29][C:17]1[CH:16]=[C:12]([CH:11]=[C:10]([Cl:25])[C:9]=1[O:8][CH2:1][CH3:2])[C:13]([NH:37][C:38]1[CH:50]=[CH:49][C:41]([C:42]([O:44][C:45]([CH3:47])([CH3:48])[CH3:46])=[O:43])=[C:40]([O:51][CH3:52])[CH:39]=1)=[O:15], predict the reactants needed to synthesize it. The reactants are: [CH2:1]([O:8][C:9]1[C:17](OC2CCCCC2)=[CH:16][C:12]([C:13]([OH:15])=O)=[CH:11][C:10]=1[Cl:25])[C:2]1C=CC=CC=1.C(Cl)(=O)C([Cl:29])=O.CN(C=O)C.[NH2:37][C:38]1[CH:50]=[CH:49][C:41]([C:42]([O:44][C:45]([CH3:48])([CH3:47])[CH3:46])=[O:43])=[C:40]([O:51][CH3:52])[CH:39]=1.